From a dataset of Cav3 T-type calcium channel HTS with 100,875 compounds. Binary Classification. Given a drug SMILES string, predict its activity (active/inactive) in a high-throughput screening assay against a specified biological target. (1) The molecule is o1c2c(c3nc(NC(=O)CC(C)(C)C)cc(c3c1=O)C)cccc2. The result is 0 (inactive). (2) The molecule is S(c1nc2n(C(C)C)c3c(c2nn1)cccc3)CC(OCN1C(=O)c2c(C1=O)cccc2)=O. The result is 0 (inactive). (3) The drug is O=c1[nH]c(=O)n(c2nc(n(CCCCC)c12)N(Cc1ccccc1)C)C. The result is 0 (inactive).